This data is from Reaction yield outcomes from USPTO patents with 853,638 reactions. The task is: Predict the reaction yield, written as a fraction of the theoretical maximum amount of product (1.0 means a 100% yield; for example, 0.34 means a 34% yield). The reactants are Br[C:2]1[CH:3]=[C:4]([C:9]2[N:13]([C:14]3[CH:19]=[CH:18][C:17]([O:20][CH3:21])=[C:16]([F:22])[C:15]=3[F:23])[N:12]=[N:11][N:10]=2)[C:5]([NH2:8])=[N:6][CH:7]=1.CC1(C)C(C)(C)OB([C:32]2[CH:33]=[N:34][N:35]([CH:37]3[CH2:42][CH2:41][N:40]([C:43]([O:45][C:46]([CH3:49])([CH3:48])[CH3:47])=[O:44])[CH2:39][CH2:38]3)[CH:36]=2)O1.C(=O)(O)[O-].[Na+]. The catalyst is Cl[Pd]Cl.C1C=CC(P(C2C=CC=CC=2)[C-]2C=CC=C2)=CC=1.C1C=CC(P(C2C=CC=CC=2)[C-]2C=CC=C2)=CC=1.[Fe+2].COCCOC. The product is [NH2:8][C:5]1[N:6]=[CH:7][C:2]([C:32]2[CH:33]=[N:34][N:35]([CH:37]3[CH2:38][CH2:39][N:40]([C:43]([O:45][C:46]([CH3:49])([CH3:48])[CH3:47])=[O:44])[CH2:41][CH2:42]3)[CH:36]=2)=[CH:3][C:4]=1[C:9]1[N:13]([C:14]2[CH:19]=[CH:18][C:17]([O:20][CH3:21])=[C:16]([F:22])[C:15]=2[F:23])[N:12]=[N:11][N:10]=1. The yield is 0.506.